Dataset: Full USPTO retrosynthesis dataset with 1.9M reactions from patents (1976-2016). Task: Predict the reactants needed to synthesize the given product. Given the product [O:36]=[C:8]1[C:9]2[C:14](=[CH:13][CH:12]=[C:11]([C:16]3[CH:21]=[CH:20][C:19]([NH:22][C:23]([NH:25][C:26]4[CH:31]=[CH:30][CH:29]=[C:28]([C:32]([F:34])([F:33])[F:35])[CH:27]=4)=[O:24])=[CH:18][CH:17]=3)[CH:10]=2)[CH2:15][N:7]1[CH2:3][C:4]([OH:6])=[O:5], predict the reactants needed to synthesize it. The reactants are: CC(C)[C@@H:3]([N:7]1[CH2:15][C:14]2[C:9](=[CH:10][C:11]([C:16]3[CH:21]=[CH:20][C:19]([NH:22][C:23]([NH:25][C:26]4[CH:31]=[CH:30][CH:29]=[C:28]([C:32]([F:35])([F:34])[F:33])[CH:27]=4)=[O:24])=[CH:18][CH:17]=3)=[CH:12][CH:13]=2)[C:8]1=[O:36])[C:4]([OH:6])=[O:5].O=C1C2C(=CC=C(C3C=CC(NC(NC4C=CC=C(C(F)(F)F)C=4)=O)=CC=3)C=2)CN1CC(OC)=O.